This data is from Reaction yield outcomes from USPTO patents with 853,638 reactions. The task is: Predict the reaction yield, written as a fraction of the theoretical maximum amount of product (1.0 means a 100% yield; for example, 0.34 means a 34% yield). (1) The reactants are [Br:1][C:2]1[C:3]([F:12])=[C:4]2[C:10]([NH2:11])=[CH:9][NH:8][C:5]2=[N:6][CH:7]=1.[CH2:13]([CH:15]([CH2:19][CH3:20])[C:16](Cl)=[O:17])[CH3:14].[Li+].[OH-].O. The catalyst is N1C=CC=CC=1. The product is [Br:1][C:2]1[C:3]([F:12])=[C:4]2[C:10]([NH:11][C:16](=[O:17])[CH:15]([CH2:19][CH3:20])[CH2:13][CH3:14])=[CH:9][NH:8][C:5]2=[N:6][CH:7]=1. The yield is 0.820. (2) The catalyst is C1COCC1. The reactants are [CH:1]1([S:7]([C:10]2[CH:17]=[CH:16][C:13]([CH2:14][NH2:15])=[CH:12][CH:11]=2)(=O)=O)[CH2:6][CH2:5][CH2:4][CH2:3][CH2:2]1.C1(S(C2C=CC(C#N)=CC=2)(=O)=O)CCCCC1.B.C1COCC1.Cl. The yield is 0.500. The product is [CH:1]1([S:7][C:10]2[CH:11]=[CH:12][C:13]([C:14]#[N:15])=[CH:16][CH:17]=2)[CH2:6][CH2:5][CH2:4][CH2:3][CH2:2]1. (3) The reactants are [F:1][C:2]1[CH:10]=[C:9]2[C:5]([CH:6]=[N:7][N:8]2[CH:11]2[CH2:16][CH2:15][CH2:14][CH2:13][O:12]2)=[CH:4][C:3]=1B1OC(C)(C)C(C)(C)O1.Br[C:27]1[CH:28]=[C:29]([CH2:33][N:34]([CH3:36])[CH3:35])[CH:30]=[N:31][CH:32]=1.C([O-])([O-])=O.[Na+].[Na+].C(Cl)Cl. The catalyst is COCCOC.C1C=CC([P]([Pd]([P](C2C=CC=CC=2)(C2C=CC=CC=2)C2C=CC=CC=2)([P](C2C=CC=CC=2)(C2C=CC=CC=2)C2C=CC=CC=2)[P](C2C=CC=CC=2)(C2C=CC=CC=2)C2C=CC=CC=2)(C2C=CC=CC=2)C2C=CC=CC=2)=CC=1.CO. The product is [F:1][C:2]1[CH:10]=[C:9]2[C:5]([CH:6]=[N:7][N:8]2[CH:11]2[CH2:16][CH2:15][CH2:14][CH2:13][O:12]2)=[CH:4][C:3]=1[C:27]1[CH:28]=[C:29]([CH2:33][N:34]([CH3:36])[CH3:35])[CH:30]=[N:31][CH:32]=1. The yield is 0.949.